This data is from Merck oncology drug combination screen with 23,052 pairs across 39 cell lines. The task is: Regression. Given two drug SMILES strings and cell line genomic features, predict the synergy score measuring deviation from expected non-interaction effect. (1) Drug 1: COC12C(COC(N)=O)C3=C(C(=O)C(C)=C(N)C3=O)N1CC1NC12. Drug 2: COC1=C2CC(C)CC(OC)C(O)C(C)C=C(C)C(OC(N)=O)C(OC)C=CC=C(C)C(=O)NC(=CC1=O)C2=O. Cell line: OCUBM. Synergy scores: synergy=4.40. (2) Drug 1: COc1cccc2c1C(=O)c1c(O)c3c(c(O)c1C2=O)CC(O)(C(=O)CO)CC3OC1CC(N)C(O)C(C)O1. Drug 2: O=C(CCCCCCC(=O)Nc1ccccc1)NO. Cell line: OV90. Synergy scores: synergy=-0.0363. (3) Drug 1: CN(C)C(=N)N=C(N)N. Drug 2: CS(=O)(=O)CCNCc1ccc(-c2ccc3ncnc(Nc4ccc(OCc5cccc(F)c5)c(Cl)c4)c3c2)o1. Cell line: MDAMB436. Synergy scores: synergy=13.5. (4) Drug 1: Nc1ccn(C2OC(CO)C(O)C2(F)F)c(=O)n1. Drug 2: COC1CC2CCC(C)C(O)(O2)C(=O)C(=O)N2CCCCC2C(=O)OC(C(C)CC2CCC(OP(C)(C)=O)C(OC)C2)CC(=O)C(C)C=C(C)C(O)C(OC)C(=O)C(C)CC(C)C=CC=CC=C1C. Cell line: NCIH520. Synergy scores: synergy=9.57. (5) Drug 1: Cn1c(=O)n(-c2ccc(C(C)(C)C#N)cc2)c2c3cc(-c4cnc5ccccc5c4)ccc3ncc21. Drug 2: Cn1cc(-c2cnn3c(N)c(Br)c(C4CCCNC4)nc23)cn1. Cell line: PA1. Synergy scores: synergy=28.8.